Dataset: Full USPTO retrosynthesis dataset with 1.9M reactions from patents (1976-2016). Task: Predict the reactants needed to synthesize the given product. (1) Given the product [Br:13][C:14]1[CH:15]=[CH:16][C:17]2[N:18]([CH:20]=[C:21]([C:23]([NH:6][C:5]3[CH:7]=[CH:8][C:2]([F:1])=[CH:3][C:4]=3[C:9]([F:10])([F:11])[F:12])=[O:24])[N:22]=2)[CH:19]=1, predict the reactants needed to synthesize it. The reactants are: [F:1][C:2]1[CH:8]=[CH:7][C:5]([NH2:6])=[C:4]([C:9]([F:12])([F:11])[F:10])[CH:3]=1.[Br:13][C:14]1[CH:15]=[CH:16][C:17]2[N:18]([CH:20]=[C:21]([C:23](OCC)=[O:24])[N:22]=2)[CH:19]=1. (2) Given the product [OH:2][CH2:1][C:3]1[CH:8]=[CH:7][CH:6]=[CH:5][C:4]=1[C:9]1[CH:10]=[CH:11][C:12]([C:15]([N:17]2[C:23]3[CH:24]=[CH:25][CH:26]=[CH:27][C:22]=3[CH2:21][N:20]3[C:28]([C:31]([NH:33][CH2:34][C:35]4[CH:36]=[N:37][CH:38]=[CH:39][CH:40]=4)=[O:32])=[CH:29][CH:30]=[C:19]3[CH2:18]2)=[O:16])=[CH:13][CH:14]=1, predict the reactants needed to synthesize it. The reactants are: [CH:1]([C:3]1[CH:8]=[CH:7][CH:6]=[CH:5][C:4]=1[C:9]1[CH:14]=[CH:13][C:12]([C:15]([N:17]2[C:23]3[CH:24]=[CH:25][CH:26]=[CH:27][C:22]=3[CH2:21][N:20]3[C:28]([C:31]([NH:33][CH2:34][C:35]4[CH:36]=[N:37][CH:38]=[CH:39][CH:40]=4)=[O:32])=[CH:29][CH:30]=[C:19]3[CH2:18]2)=[O:16])=[CH:11][CH:10]=1)=[O:2].[BH4-].[Na+].Cl.